From a dataset of Forward reaction prediction with 1.9M reactions from USPTO patents (1976-2016). Predict the product of the given reaction. (1) Given the reactants [CH3:1][C:2]([NH2:6])([CH3:5])[CH2:3][NH2:4].[CH3:7][C:8]([O:11][C:12](ON=C(C1C=CC=CC=1)C#N)=[O:13])([CH3:10])[CH3:9].C(O)(=O)CC(CC(O)=O)(C(O)=O)O, predict the reaction product. The product is: [NH2:6][C:2]([CH3:5])([CH3:1])[CH2:3][NH:4][C:12](=[O:13])[O:11][C:8]([CH3:10])([CH3:9])[CH3:7]. (2) Given the reactants [N:1]1([C:7]2[N:12]=[CH:11][NH:10][C:9](=[O:13])[CH:8]=2)[CH2:6][CH2:5][NH:4][CH2:3][CH2:2]1.[F:14][C:15]1[CH:22]=[C:21]([F:23])[CH:20]=[C:17]([CH:18]=O)[C:16]=1[OH:24], predict the reaction product. The product is: [F:14][C:15]1[C:16]([OH:24])=[C:17]([CH:20]=[C:21]([F:23])[CH:22]=1)[CH2:18][N:4]1[CH2:5][CH2:6][N:1]([C:7]2[N:12]=[CH:11][NH:10][C:9](=[O:13])[CH:8]=2)[CH2:2][CH2:3]1. (3) The product is: [CH3:1][N:2]1[C:6]([CH:7]=[N:40][C:14]([O:13][Si:20]([CH3:27])([CH3:26])[CH3:19])=[CH2:15])=[CH:5][C:4]([CH3:9])=[N:3]1. Given the reactants [CH3:1][N:2]1[C:6]([CH:7]=O)=[CH:5][C:4]([CH3:9])=[N:3]1.ClC1C=[C:13](C=CC=1)[CH:14]=[O:15].[CH3:19][Si:20]([CH3:27])([CH3:26])N[Si:20]([CH3:27])([CH3:26])[CH3:19].C([Li])CCC.C[Si](Cl)(C)C.C([N:40](CC)CC)C.C(Cl)(=O)C, predict the reaction product. (4) Given the reactants [CH2:1]([OH:4])[C:2]#[CH:3].[N:5]12[CH2:12][CH2:11][CH:8]([CH2:9][CH2:10]1)[C@@H:7]([NH:13][C:14]([C:16]1[O:17][C:18]3[CH:24]=[C:23](Br)[CH:22]=[CH:21][C:19]=3[CH:20]=1)=[O:15])[CH2:6]2.N1CCCC1.[OH-].[Na+], predict the reaction product. The product is: [N:5]12[CH2:12][CH2:11][CH:8]([CH2:9][CH2:10]1)[C@@H:7]([NH:13][C:14]([C:16]1[O:17][C:18]3[CH:24]=[C:23]([C:3]#[C:2][CH2:1][OH:4])[CH:22]=[CH:21][C:19]=3[CH:20]=1)=[O:15])[CH2:6]2.